From a dataset of Full USPTO retrosynthesis dataset with 1.9M reactions from patents (1976-2016). Predict the reactants needed to synthesize the given product. (1) Given the product [CH3:21][C:22]([CH3:23])([O:26][C:6]1[CH:7]=[CH:8][C:3]([O:2][CH3:1])=[CH:4][CH:5]=1)[CH:24]=[CH2:25], predict the reactants needed to synthesize it. The reactants are: [CH3:1][O:2][C:3]1[CH:8]=[CH:7][C:6](O)=[CH:5][CH:4]=1.N12CCCNC1CCCC=C2.[CH3:21][C:22]([OH:26])([CH:24]=[CH2:25])[CH3:23].FC(F)(F)C(OC(=O)C(F)(F)F)=O.CC1(C)OC2=CC3C(C)=CC(C#N)=NC=3C=C2C=C1.[Cl-].[NH4+]. (2) Given the product [CH2:1]([C:8]1([NH2:13])[CH2:12][CH2:11][CH2:10][CH2:9]1)[C:2]1[CH:7]=[CH:6][CH:5]=[CH:4][CH:3]=1, predict the reactants needed to synthesize it. The reactants are: [CH2:1]([C:8]1([NH:13]C(=O)CCl)[CH2:12][CH2:11][CH2:10][CH2:9]1)[C:2]1[CH:7]=[CH:6][CH:5]=[CH:4][CH:3]=1.Cl. (3) Given the product [O:1]1[C:5]2[CH:6]=[CH:7][C:8]([C:10]3[N:33]=[C:31]([NH:30][CH2:28][CH3:29])[S:32][C:11]=3[C:12]3[CH:17]=[CH:16][N:15]=[C:14]([Cl:18])[N:13]=3)=[CH:9][C:4]=2[O:3][CH2:2]1, predict the reactants needed to synthesize it. The reactants are: [O:1]1[C:5]2[CH:6]=[CH:7][C:8]([C:10](=O)[CH2:11][C:12]3[CH:17]=[CH:16][N:15]=[C:14]([Cl:18])[N:13]=3)=[CH:9][C:4]=2[O:3][CH2:2]1.C1C(=O)N(Br)C(=O)C1.[CH2:28]([NH:30][C:31]([NH2:33])=[S:32])[CH3:29]. (4) Given the product [OH:14][CH2:15][C@H:16]1[CH2:20][CH2:19][CH2:18][N:17]1[CH2:21][CH2:22][CH2:23][C:13]1[NH:2][C:3](=[O:12])[C:4]2[C:5]([CH:11]=1)=[C:6]([CH3:10])[CH:7]=[CH:8][CH:9]=2, predict the reactants needed to synthesize it. The reactants are: C[N:2]([CH3:13])[C:3](=[O:12])[C:4]1[CH:9]=[CH:8][CH:7]=[C:6]([CH3:10])[C:5]=1[CH3:11].[OH:14][CH2:15][C@H:16]1[CH2:20][CH2:19][CH2:18][N:17]1[CH2:21][CH2:22][CH2:23]C#N. (5) Given the product [CH2:28]([N:27]([CH2:26][C@@H:23]1[CH2:22][CH2:21][C@H:20]([CH2:19][CH:2]([C:3]([O:5][CH2:6][CH3:7])=[O:4])[C:1]([O:9][CH2:10][CH3:11])=[O:8])[CH2:25][CH2:24]1)[CH2:35][C:36]1[CH:41]=[CH:40][CH:39]=[CH:38][CH:37]=1)[C:29]1[CH:34]=[CH:33][CH:32]=[CH:31][CH:30]=1, predict the reactants needed to synthesize it. The reactants are: [C:1]([O:9][CH2:10][CH3:11])(=[O:8])[CH2:2][C:3]([O:5][CH2:6][CH3:7])=[O:4].[H-].[Na+].CS(O[CH2:19][C@H:20]1[CH2:25][CH2:24][C@@H:23]([CH2:26][N:27]([CH2:35][C:36]2[CH:41]=[CH:40][CH:39]=[CH:38][CH:37]=2)[CH2:28][C:29]2[CH:34]=[CH:33][CH:32]=[CH:31][CH:30]=2)[CH2:22][CH2:21]1)(=O)=O. (6) Given the product [ClH:32].[ClH:34].[CH:1]1([C:4]2[C:5]([CH2:18][N:19]3[CH2:24][CH2:23][N:22]([CH2:25][C:26]4[CH:27]=[C:28]([Cl:33])[CH:29]=[C:30]([Cl:32])[CH:31]=4)[CH2:21][CH2:20]3)=[CH:6][C:7]([F:17])=[C:8]([CH:16]=2)[C:9]([OH:11])=[O:10])[CH2:3][CH2:2]1, predict the reactants needed to synthesize it. The reactants are: [CH:1]1([C:4]2[C:5]([CH2:18][N:19]3[CH2:24][CH2:23][N:22]([CH2:25][C:26]4[CH:31]=[C:30]([Cl:32])[CH:29]=[C:28]([Cl:33])[CH:27]=4)[CH2:21][CH2:20]3)=[CH:6][C:7]([F:17])=[C:8]([CH:16]=2)[C:9]([O:11]C(C)(C)C)=[O:10])[CH2:3][CH2:2]1.[ClH:34]. (7) Given the product [CH3:1][C:2]1[CH:6]=[C:5]([CH3:7])[N:4]([C:8]2[CH:9]=[C:10]([CH:25]=[CH:26][CH:27]=2)[O:11][C:12]2[CH:24]=[CH:23][C:22]3[C:21]4[C:16](=[CH:17][CH:18]=[CH:19][CH:20]=4)[N:15]([C:29]4[CH:34]=[C:33]([F:35])[CH:32]=[CH:31][N:30]=4)[C:14]=3[CH:13]=2)[N:3]=1, predict the reactants needed to synthesize it. The reactants are: [CH3:1][C:2]1[CH:6]=[C:5]([CH3:7])[N:4]([C:8]2[CH:9]=[C:10]([CH:25]=[CH:26][CH:27]=2)[O:11][C:12]2[CH:24]=[CH:23][C:22]3[C:21]4[C:16](=[CH:17][CH:18]=[CH:19][CH:20]=4)[NH:15][C:14]=3[CH:13]=2)[N:3]=1.Br[C:29]1[CH:34]=[C:33]([F:35])[CH:32]=[CH:31][N:30]=1.